Dataset: NCI-60 drug combinations with 297,098 pairs across 59 cell lines. Task: Regression. Given two drug SMILES strings and cell line genomic features, predict the synergy score measuring deviation from expected non-interaction effect. (1) Drug 1: CCC1=CC2CC(C3=C(CN(C2)C1)C4=CC=CC=C4N3)(C5=C(C=C6C(=C5)C78CCN9C7C(C=CC9)(C(C(C8N6C)(C(=O)OC)O)OC(=O)C)CC)OC)C(=O)OC.C(C(C(=O)O)O)(C(=O)O)O. Drug 2: B(C(CC(C)C)NC(=O)C(CC1=CC=CC=C1)NC(=O)C2=NC=CN=C2)(O)O. Cell line: COLO 205. Synergy scores: CSS=36.1, Synergy_ZIP=6.74, Synergy_Bliss=1.69, Synergy_Loewe=3.85, Synergy_HSA=3.09. (2) Drug 1: C1CCC(C1)C(CC#N)N2C=C(C=N2)C3=C4C=CNC4=NC=N3. Drug 2: C1=NC2=C(N1)C(=S)N=C(N2)N. Cell line: MDA-MB-231. Synergy scores: CSS=34.2, Synergy_ZIP=-9.53, Synergy_Bliss=-2.90, Synergy_Loewe=-6.29, Synergy_HSA=-2.07. (3) Drug 1: C1=CN(C(=O)N=C1N)C2C(C(C(O2)CO)O)O.Cl. Drug 2: CC1C(C(CC(O1)OC2CC(CC3=C2C(=C4C(=C3O)C(=O)C5=C(C4=O)C(=CC=C5)OC)O)(C(=O)CO)O)N)O.Cl. Cell line: UACC62. Synergy scores: CSS=44.8, Synergy_ZIP=-10.3, Synergy_Bliss=-7.31, Synergy_Loewe=-3.83, Synergy_HSA=-2.34. (4) Drug 1: CC1=C(C=C(C=C1)NC(=O)C2=CC=C(C=C2)CN3CCN(CC3)C)NC4=NC=CC(=N4)C5=CN=CC=C5. Drug 2: CC12CCC3C(C1CCC2OP(=O)(O)O)CCC4=C3C=CC(=C4)OC(=O)N(CCCl)CCCl.[Na+]. Cell line: HCT116. Synergy scores: CSS=0.343, Synergy_ZIP=-7.91, Synergy_Bliss=-11.2, Synergy_Loewe=-16.0, Synergy_HSA=-14.9. (5) Drug 1: CCC1=CC2CC(C3=C(CN(C2)C1)C4=CC=CC=C4N3)(C5=C(C=C6C(=C5)C78CCN9C7C(C=CC9)(C(C(C8N6C)(C(=O)OC)O)OC(=O)C)CC)OC)C(=O)OC.C(C(C(=O)O)O)(C(=O)O)O. Drug 2: CC(C)NC(=O)C1=CC=C(C=C1)CNNC.Cl. Cell line: SF-539. Synergy scores: CSS=51.5, Synergy_ZIP=-0.899, Synergy_Bliss=-0.790, Synergy_Loewe=-49.2, Synergy_HSA=-0.747.